This data is from Forward reaction prediction with 1.9M reactions from USPTO patents (1976-2016). The task is: Predict the product of the given reaction. (1) Given the reactants [CH3:1][C:2]1[C:3]([CH2:16][C:17]([N:19]([CH3:21])[CH3:20])=O)=[C:4]([CH3:15])[C:5]2[C:13]3[C:8](=[CH:9][CH:10]=[CH:11][CH:12]=3)[NH:7][C:6]=2[N:14]=1.C1COCC1.[H-].[Al+3].[Li+].[H-].[H-].[H-].[OH-].[Na+], predict the reaction product. The product is: [CH3:1][C:2]1[C:3]([CH2:16][CH2:17][N:19]([CH3:20])[CH3:21])=[C:4]([CH3:15])[C:5]2[C:13]3[C:8](=[CH:9][CH:10]=[CH:11][CH:12]=3)[NH:7][C:6]=2[N:14]=1. (2) Given the reactants O=P(Cl)(Cl)[Cl:3].[N:6]1[C:11]2[S:12][C:13]3[CH2:18][S:17][CH2:16][CH2:15][C:14]=3[C:10]=2[C:9](=O)[NH:8][CH:7]=1, predict the reaction product. The product is: [Cl:3][C:9]1[C:10]2[C:14]3[CH2:15][CH2:16][S:17][CH2:18][C:13]=3[S:12][C:11]=2[N:6]=[CH:7][N:8]=1. (3) Given the reactants [C:1]1([C:7]2([C:12]([OH:14])=O)[CH2:11][CH2:10]CC2)[CH:6]=[CH:5][CH:4]=[CH:3][CH:2]=1.[F:15][C:16]([F:34])([F:33])[C:17]1[CH:18]=[C:19]([CH:30]=[CH:31][CH:32]=1)[CH2:20][N:21]1[CH2:25][C@H:24]2[C@@H:26]([NH2:29])[CH2:27][CH2:28][C@H:23]2[CH2:22]1.[CH2:35](N1C[C@H]2C(N)CC[C@H]2C1)C1C=CC=CC=1, predict the reaction product. The product is: [CH3:35][CH:11]([CH3:10])[CH:7]([C:1]1[CH:2]=[CH:3][CH:4]=[CH:5][CH:6]=1)[C:12]([NH:29][C@@H:26]1[C@H:24]2[C@H:23]([CH2:22][N:21]([CH2:20][C:19]3[CH:30]=[CH:31][CH:32]=[C:17]([C:16]([F:33])([F:15])[F:34])[CH:18]=3)[CH2:25]2)[CH2:28][CH2:27]1)=[O:14]. (4) Given the reactants Br[C:2]([F:9])([F:8])[C:3]([O:5][CH2:6][CH3:7])=[O:4].[CH:10](=[N:17]/[S@:18]([C:20]([CH3:23])([CH3:22])[CH3:21])=[O:19])\[C:11]1[CH:16]=[CH:15][CH:14]=[CH:13][CH:12]=1, predict the reaction product. The product is: [C:20]([S@@:18]([NH:17][C@@H:10]([C:11]1[CH:12]=[CH:13][CH:14]=[CH:15][CH:16]=1)[C:2]([F:9])([F:8])[C:3]([O:5][CH2:6][CH3:7])=[O:4])=[O:19])([CH3:23])([CH3:21])[CH3:22]. (5) The product is: [Br:3][C:4]1[CH:5]=[C:6]([C:14]([OH:16])=[O:15])[C:7]2[CH:8]=[N:9][N:10]([CH3:13])[C:11]=2[CH:12]=1. Given the reactants [OH-].[Li+].[Br:3][C:4]1[CH:5]=[C:6]([C:14]([O:16]C)=[O:15])[C:7]2[CH:8]=[N:9][N:10]([CH3:13])[C:11]=2[CH:12]=1.Cl, predict the reaction product.